Task: Predict the product of the given reaction.. Dataset: Forward reaction prediction with 1.9M reactions from USPTO patents (1976-2016) (1) The product is: [O:21]1[CH2:22][CH2:23][N:18]([CH2:17][CH2:16][O:1][C:2]2[CH:14]=[CH:13][C:5]3[CH:6]=[C:7]([C:9]([O:11][CH3:12])=[O:10])[O:8][C:4]=3[CH:3]=2)[CH2:19][CH2:20]1. Given the reactants [OH:1][C:2]1[CH:14]=[CH:13][C:5]2[CH:6]=[C:7]([C:9]([O:11][CH3:12])=[O:10])[O:8][C:4]=2[CH:3]=1.Cl[CH2:16][CH2:17][N:18]1[CH2:23][CH2:22][O:21][CH2:20][CH2:19]1.C(=O)([O-])[O-].[K+].[K+], predict the reaction product. (2) Given the reactants [F:1][C:2]1[CH:7]=[C:6]([F:8])[CH:5]=[CH:4][C:3]=1[N:9]1[N:13]=[C:12]([CH3:14])[C:11]([CH3:15])=[N+:10]1[O-].FC(F)(F)C(OC(=O)C(F)(F)F)=[O:20], predict the reaction product. The product is: [F:1][C:2]1[CH:7]=[C:6]([F:8])[CH:5]=[CH:4][C:3]=1[N:9]1[N:13]=[C:12]([CH2:14][OH:20])[C:11]([CH3:15])=[N:10]1. (3) Given the reactants Br[C:2]1[C:3]([O:23][CH2:24][CH3:25])=[C:4]([CH:10]([N:12]2[C:16]3=[N:17][CH:18]=[N:19][C:20]([NH2:21])=[C:15]3[C:14]([CH3:22])=[N:13]2)[CH3:11])[CH:5]=[C:6]([Cl:9])[C:7]=1[CH3:8].C([O-])(=O)C.[K+].[CH3:31][C:32]1([CH3:48])[C:36]([CH3:38])([CH3:37])[O:35][B:34]([B:34]2[O:35][C:36]([CH3:38])([CH3:37])[C:32]([CH3:48])([CH3:31])[O:33]2)[O:33]1.ClCCl, predict the reaction product. The product is: [Cl:9][C:6]1[C:7]([CH3:8])=[C:2]([B:34]2[O:35][C:36]([CH3:38])([CH3:37])[C:32]([CH3:48])([CH3:31])[O:33]2)[C:3]([O:23][CH2:24][CH3:25])=[C:4]([CH:10]([N:12]2[C:16]3=[N:17][CH:18]=[N:19][C:20]([NH2:21])=[C:15]3[C:14]([CH3:22])=[N:13]2)[CH3:11])[CH:5]=1. (4) Given the reactants Br[CH2:2][C:3](=[O:5])[CH3:4].C(=O)([O-])[O-].[K+].[K+].[F:12][C:13]1[CH:18]=[C:17]([N+:19]([O-:21])=[O:20])[CH:16]=[CH:15][C:14]=1[N:22]1[CH2:27][CH2:26][NH:25][CH2:24][CH2:23]1, predict the reaction product. The product is: [F:12][C:13]1[CH:18]=[C:17]([N+:19]([O-:21])=[O:20])[CH:16]=[CH:15][C:14]=1[N:22]1[CH2:27][CH2:26][N:25]([CH2:2][C:3](=[O:5])[CH3:4])[CH2:24][CH2:23]1. (5) The product is: [CH3:18][CH:19]([O:21][CH2:3][C@@H:2]([C:4]([O:6][CH3:7])=[O:5])[NH:1][C:8]([O:10][CH2:11][C:12]1[CH:13]=[CH:14][CH:15]=[CH:16][CH:17]=1)=[O:9])[CH3:20]. Given the reactants [N:1]1([C:8]([O:10][CH2:11][C:12]2[CH:17]=[CH:16][CH:15]=[CH:14][CH:13]=2)=[O:9])[CH2:3][C@H:2]1[C:4]([O:6][CH3:7])=[O:5].[CH3:18][CH:19]([OH:21])[CH3:20], predict the reaction product. (6) Given the reactants [CH3:1][C@@H:2]1[O:7][C@@H:6]([O:8][C@@H:9]2[C:14]3=[C:15]([OH:32])[C:16]4[C:28](=[O:29])[C:27]5[C:22](=[CH:23][CH:24]=[CH:25][C:26]=5[O:30][CH3:31])[C:20](=[O:21])[C:17]=4[C:18]([OH:19])=[C:13]3[CH2:12][C@@:11]([OH:37])([C:33]([CH2:35][OH:36])=[O:34])[CH2:10]2)[CH2:5][C@H:4]([NH2:38])[C@@H:3]1[OH:39].Cl.C(O)(C)C.[Cl-].[Cl-].[Ca+2], predict the reaction product. The product is: [CH3:1][C@@H:2]1[O:7][C@@H:6]([O:8][C@@H:9]2[C:14]3=[C:15]([OH:32])[C:16]4[C:28](=[O:29])[C:27]5[C:22](=[CH:23][CH:24]=[CH:25][C:26]=5[O:30][CH3:31])[C:20](=[O:21])[C:17]=4[C:18]([OH:19])=[C:13]3[CH2:12][C@@:11]([OH:37])([C:33]([CH2:35][OH:36])=[O:34])[CH2:10]2)[CH2:5][C@H:4]([NH2:38])[C@@H:3]1[OH:39]. (7) Given the reactants [Br:1][C:2]1[CH:7]=[CH:6][N:5]2[C:8](=[O:11])[NH:9][N:10]=[C:4]2[C:3]=1[O:12][CH3:13].BrC1C=CN2C(=O)NN=C2C=1O.CCN(C(C)C)C(C)C.Cl[CH2:36][O:37][CH2:38][CH2:39][Si:40]([CH3:43])([CH3:42])[CH3:41], predict the reaction product. The product is: [Br:1][C:2]1[CH:7]=[CH:6][N:5]2[C:8](=[O:11])[N:9]([CH2:36][O:37][CH2:38][CH2:39][Si:40]([CH3:43])([CH3:42])[CH3:41])[N:10]=[C:4]2[C:3]=1[O:12][CH3:13].